This data is from Catalyst prediction with 721,799 reactions and 888 catalyst types from USPTO. The task is: Predict which catalyst facilitates the given reaction. Reactant: Br[C:2]1[CH:21]=[CH:20][C:5]([CH2:6][N:7]2[CH2:12][CH2:11][N:10]([C:13]([O:15][C:16]([CH3:19])([CH3:18])[CH3:17])=[O:14])[CH2:9][CH2:8]2)=[CH:4][CH:3]=1.CC([O-])=O.[K+].[CH3:27][C:28]1([CH3:44])[C:32]([CH3:34])([CH3:33])[O:31][B:30]([B:30]2[O:31][C:32]([CH3:34])([CH3:33])[C:28]([CH3:44])([CH3:27])[O:29]2)[O:29]1. Product: [CH3:27][C:28]1([CH3:44])[C:32]([CH3:34])([CH3:33])[O:31][B:30]([C:2]2[CH:21]=[CH:20][C:5]([CH2:6][N:7]3[CH2:12][CH2:11][N:10]([C:13]([O:15][C:16]([CH3:19])([CH3:18])[CH3:17])=[O:14])[CH2:9][CH2:8]3)=[CH:4][CH:3]=2)[O:29]1. The catalyst class is: 206.